This data is from Forward reaction prediction with 1.9M reactions from USPTO patents (1976-2016). The task is: Predict the product of the given reaction. (1) Given the reactants [CH3:1][O:2][C:3]1[CH:23]=[CH:22][C:6]([CH2:7][C@@H:8]2[C:12]3=[N:13][C:14]4[CH:19]=[CH:18][C:17]([CH3:20])=[CH:16][C:15]=4[N:11]3[C:10](=[O:21])[NH:9]2)=[CH:5][CH:4]=1.COC1C=CC(C[C@@H]2C3=NC4C=C(C)C=CC=4N3C(=O)N2)=CC=1.[NH2:47][C@H:48]1[CH2:53][CH2:52][C@H:51]([OH:54])[CH2:50][CH2:49]1.C(O)(C(F)(F)F)=O, predict the reaction product. The product is: [OH:54][C@H:51]1[CH2:52][CH2:53][C@H:48]([NH:47][C:10]([NH:9][C@@H:8]([C:12]2[NH:13][C:14]3[CH:19]=[CH:18][C:17]([CH3:20])=[CH:16][C:15]=3[N:11]=2)[CH2:7][C:6]2[CH:22]=[CH:23][C:3]([O:2][CH3:1])=[CH:4][CH:5]=2)=[O:21])[CH2:49][CH2:50]1. (2) Given the reactants C(OC([N:8]1[CH2:12][CH2:11][CH2:10][CH:9]1[C:13]1[CH:18]=[CH:17][C:16]([C:19]2[CH:20]=[C:21]3[C:25](=[CH:26][C:27]=2[Cl:28])[NH:24][CH:23]=[C:22]3[C:29]([OH:31])=[O:30])=[CH:15][CH:14]=1)=O)(C)(C)C.Cl, predict the reaction product. The product is: [Cl:28][C:27]1[CH:26]=[C:25]2[C:21]([C:22]([C:29]([OH:31])=[O:30])=[CH:23][NH:24]2)=[CH:20][C:19]=1[C:16]1[CH:15]=[CH:14][C:13]([CH:9]2[CH2:10][CH2:11][CH2:12][NH:8]2)=[CH:18][CH:17]=1. (3) Given the reactants [Cl:1][C:2]1[CH:24]=[CH:23][C:5]([CH2:6][NH:7][C:8]([C:10]2[C:19](=[O:20])[C:18]3[C:13](=[CH:14][CH:15]=[C:16](I)[CH:17]=3)[N:12]([CH3:22])[N:11]=2)=[O:9])=[CH:4][CH:3]=1.[CH2:25]([OH:29])[CH2:26][C:27]#[CH:28], predict the reaction product. The product is: [Cl:1][C:2]1[CH:24]=[CH:23][C:5]([CH2:6][NH:7][C:8]([C:10]2[C:19](=[O:20])[C:18]3[C:13](=[CH:14][CH:15]=[C:16]([C:28]#[C:27][CH2:26][CH2:25][OH:29])[CH:17]=3)[N:12]([CH3:22])[N:11]=2)=[O:9])=[CH:4][CH:3]=1. (4) The product is: [CH3:1][C:2]1[C:10]2[C:6](=[CH:7][N:8]([CH2:32][O:31][CH2:30][CH2:29][Si:28]([CH3:35])([CH3:34])[CH3:27])[N:9]=2)[CH:5]=[C:4]([CH:11]=[O:12])[CH:3]=1. Given the reactants [CH3:1][C:2]1[CH:3]=[C:4]([CH:11]=[O:12])[CH:5]=[C:6]2[C:10]=1[NH:9][N:8]=[CH:7]2.CN(C1CCCCC1)C1CCCCC1.[CH3:27][Si:28]([CH3:35])([CH3:34])[CH2:29][CH2:30][O:31][CH2:32]Cl, predict the reaction product. (5) The product is: [CH2:1]([O:3][C:4](=[O:28])[CH2:5][S:6][C:7]1[N:19]([C:20]2[CH:25]=[CH:24][CH:23]=[C:22]([F:26])[CH:21]=2)[C:18](=[O:27])[C:17]2[C:16]3[CH2:15][CH2:14][N:13]([CH3:31])[CH2:12][C:11]=3[S:10][C:9]=2[N:8]=1)[CH3:2]. Given the reactants [CH2:1]([O:3][C:4](=[O:28])[CH2:5][S:6][C:7]1[N:19]([C:20]2[CH:25]=[CH:24][CH:23]=[C:22]([F:26])[CH:21]=2)[C:18](=[O:27])[C:17]2[C:16]3[CH2:15][CH2:14][NH:13][CH2:12][C:11]=3[S:10][C:9]=2[N:8]=1)[CH3:2].C=O.[CH3:31]C(O)=O.[OH-].[Na+], predict the reaction product. (6) The product is: [CH3:8][C:7]([CH3:9])=[CH:10]/[CH:11]=[C:3](\[C:2]([CH3:6])=[CH2:1])/[CH:4]=[O:5].[CH3:1]/[C:2](/[CH:6]=[CH:29]/[CH:28]=[C:25]([CH3:27])[CH3:26])=[CH:3]\[CH:4]=[O:5].[CH3:26][C:25]1[CH2:28][C:29]([CH3:32])([CH3:31])[C:30]([CH:13]=[O:16])=[CH:34][CH:27]=1. Given the reactants [CH3:1][C:2]([CH3:6])=[CH:3][CH:4]=[O:5].[C:7](O)([CH2:10][CH3:11])([CH3:9])[CH3:8].[C:13](O)(=[O:16])CC.S([O-])([O-])(=O)=O.[Na+].[Na+].[C:25](N)([CH2:28][C:29]([CH3:32])([CH3:31])[CH3:30])([CH3:27])[CH3:26].[C:34](=O)([O-])[O-].[K+].[K+], predict the reaction product.